Predict hERG channel inhibition at various concentrations. From a dataset of hERG Central: cardiac toxicity at 1µM, 10µM, and general inhibition. (1) The compound is O=C(CN1CCN(C/C=C/c2ccccc2)CC1)Nc1ccccc1C(=O)NC1CC1. Results: hERG_inhib (hERG inhibition (general)): blocker. (2) The drug is CCN(CC(=O)NCc1ccc(Cl)cc1)C(=O)CSCC(=O)Nc1ccc(C)cc1. Results: hERG_inhib (hERG inhibition (general)): blocker.